This data is from Reaction yield outcomes from USPTO patents with 853,638 reactions. The task is: Predict the reaction yield, written as a fraction of the theoretical maximum amount of product (1.0 means a 100% yield; for example, 0.34 means a 34% yield). (1) The reactants are [Cl:1][C:2]1[C:8]([C:9]([F:12])([F:11])[F:10])=[CH:7][C:5]([NH2:6])=[CH:4][CH:3]=1.[C:13](N1C=CN=C1)(N1C=CN=C1)=[O:14].[NH2:25][C:26]1[CH:41]=[CH:40][C:29]([O:30][C:31]2[CH:36]=[CH:35][N:34]=[C:33]([C:37]([NH2:39])=[O:38])[CH:32]=2)=[CH:28][CH:27]=1.CCOC(C)=O. The catalyst is ClC(Cl)C.C1COCC1. The product is [Cl:1][C:2]1[CH:3]=[CH:4][C:5]([NH:6][C:13]([NH:25][C:26]2[CH:41]=[CH:40][C:29]([O:30][C:31]3[CH:36]=[CH:35][N:34]=[C:33]([C:37](=[O:38])[NH2:39])[CH:32]=3)=[CH:28][CH:27]=2)=[O:14])=[CH:7][C:8]=1[C:9]([F:10])([F:11])[F:12]. The yield is 0.820. (2) The reactants are [C:1]1([C:7]2[CH:12]=[CH:11][C:10]([NH:13][C:14]([C:16]3[C:25](=[O:26])[C:24]4[C:19](=[CH:20][CH:21]=[CH:22][CH:23]=4)[NH:18][CH:17]=3)=[O:15])=[C:9]([CH3:27])[CH:8]=2)[CH2:6][CH2:5][CH2:4][CH2:3][CH:2]=1. The catalyst is [Pd]. The product is [CH:1]1([C:7]2[CH:12]=[CH:11][C:10]([NH:13][C:14]([C:16]3[C:25](=[O:26])[C:24]4[C:19](=[CH:20][CH:21]=[CH:22][CH:23]=4)[NH:18][CH:17]=3)=[O:15])=[C:9]([CH3:27])[CH:8]=2)[CH2:2][CH2:3][CH2:4][CH2:5][CH2:6]1. The yield is 0.570.